Predict the reaction yield, written as a fraction of the theoretical maximum amount of product (1.0 means a 100% yield; for example, 0.34 means a 34% yield). From a dataset of Reaction yield outcomes from USPTO patents with 853,638 reactions. The product is [CH3:2][O:3][C:4]([CH:6]1[C:11](=[O:12])[CH2:10][CH2:9][N:8]([C:19]([O:21][C:22]([CH3:25])([CH3:24])[CH3:23])=[O:20])[CH2:7]1)=[O:5]. The reactants are Cl.[CH3:2][O:3][C:4]([CH:6]1[C:11](=[O:12])[CH2:10][CH2:9][NH:8][CH2:7]1)=[O:5].C(=O)([O-])[O-].[Na+].[Na+].[C:19](O[C:19]([O:21][C:22]([CH3:25])([CH3:24])[CH3:23])=[O:20])([O:21][C:22]([CH3:25])([CH3:24])[CH3:23])=[O:20]. The yield is 1.00. The catalyst is O.C1COCC1.